This data is from Catalyst prediction with 721,799 reactions and 888 catalyst types from USPTO. The task is: Predict which catalyst facilitates the given reaction. Reactant: [CH3:1][C:2]1[N:6]=[C:5]([NH2:7])[NH:4][N:3]=1.[C:8]([N:11]1[C:19]2[C:14](=[CH:15][C:16]([C:20](=O)[CH2:21][C:22](OCC)=[O:23])=[CH:17][CH:18]=2)[CH:13]=[N:12]1)(=[O:10])[CH3:9].CC1C=CC(S(O)(=O)=O)=CC=1. Product: [C:8]([N:11]1[C:19]2[C:14](=[CH:15][C:16]([C:20]3[NH:7][C:5]4[N:4]([N:3]=[C:2]([CH3:1])[N:6]=4)[C:22](=[O:23])[CH:21]=3)=[CH:17][CH:18]=2)[CH:13]=[N:12]1)(=[O:10])[CH3:9]. The catalyst class is: 400.